From a dataset of Reaction yield outcomes from USPTO patents with 853,638 reactions. Predict the reaction yield, written as a fraction of the theoretical maximum amount of product (1.0 means a 100% yield; for example, 0.34 means a 34% yield). (1) The reactants are [Cl:1][C:2]1[CH:3]=[CH:4][C:5]([O:31][CH3:32])=[C:6]([S:8]([NH:11][C:12]2[CH:13]=[C:14]([CH:28]=[CH:29][CH:30]=2)[C:15]([NH:17][C:18]2[CH:23]=[CH:22][C:21]([C:24](=[NH:27])[NH:25][OH:26])=[CH:20][CH:19]=2)=[O:16])(=[O:10])=[O:9])[CH:7]=1.N1C=CC=CC=1.[S:39](Cl)(Cl)=[O:40]. The catalyst is O1CCCC1.ClCCl. The product is [Cl:1][C:2]1[CH:3]=[CH:4][C:5]([O:31][CH3:32])=[C:6]([S:8]([NH:11][C:12]2[CH:13]=[C:14]([CH:28]=[CH:29][CH:30]=2)[C:15]([NH:17][C:18]2[CH:19]=[CH:20][C:21]([C:24]3[NH:27][S:39](=[O:40])[O:26][N:25]=3)=[CH:22][CH:23]=2)=[O:16])(=[O:10])=[O:9])[CH:7]=1. The yield is 0.0900. (2) The reactants are [NH2:1][C:2]1[C:7]([CH:8]([CH3:10])[CH3:9])=[CH:6][C:5]([OH:11])=[CH:4][C:3]=1[CH:12]([CH3:14])[CH3:13].CN(C)C1C=CC=CC=1.Cl[C:25]([O:27][C:28]1[CH:33]=[CH:32][CH:31]=[CH:30][CH:29]=1)=[O:26]. The catalyst is ClCCl.O. The product is [CH:12]([C:3]1[CH:4]=[C:5]([OH:11])[CH:6]=[C:7]([CH:8]([CH3:9])[CH3:10])[C:2]=1[NH:1][C:25](=[O:26])[O:27][C:28]1[CH:33]=[CH:32][CH:31]=[CH:30][CH:29]=1)([CH3:14])[CH3:13]. The yield is 0.770. (3) The reactants are [Li+].C[Si]([N-][Si](C)(C)C)(C)C.[CH:11]1([CH2:17][C:18]([O:20][CH2:21][CH3:22])=[O:19])[CH2:16][CH2:15][CH2:14][CH2:13][CH2:12]1.[CH3:23]I. The catalyst is C1COCC1. The product is [CH:11]1([CH:17]([CH3:23])[C:18]([O:20][CH2:21][CH3:22])=[O:19])[CH2:16][CH2:15][CH2:14][CH2:13][CH2:12]1. The yield is 0.950.